Dataset: Caco-2 cell permeability data measuring drug intestinal absorption for ~900 compounds. Task: Regression/Classification. Given a drug SMILES string, predict its absorption, distribution, metabolism, or excretion properties. Task type varies by dataset: regression for continuous measurements (e.g., permeability, clearance, half-life) or binary classification for categorical outcomes (e.g., BBB penetration, CYP inhibition). For this dataset (caco2_wang), we predict Y. The drug is O=C(/C=C/c1ccc2c(c1)nc(CCc1ccccc1)n2CCN1CCCC1)NO. The Y is -5.52 log Papp (cm/s).